This data is from Catalyst prediction with 721,799 reactions and 888 catalyst types from USPTO. The task is: Predict which catalyst facilitates the given reaction. (1) Reactant: [H-].[Na+].[CH2:3]([N:10]1[C:18]2[C:17]([S:19][C:20]3[C:25]([CH3:26])=[CH:24][C:23]([CH3:27])=[CH:22][C:21]=3[CH3:28])=[N:16][C:15](F)=[N:14][C:13]=2[CH:12]=[CH:11]1)[C:4]1[CH:9]=[CH:8][CH:7]=[CH:6][CH:5]=1.C[N:31]1[C:35](=O)[CH2:34][CH2:33][CH2:32]1. Product: [CH2:3]([N:10]1[C:18]2[C:17]([S:19][C:20]3[C:25]([CH3:26])=[CH:24][C:23]([CH3:27])=[CH:22][C:21]=3[CH3:28])=[N:16][C:15]([NH:10][C:3]3[CH:32]=[CH:33][C:34]([C:35]#[N:31])=[CH:5][CH:4]=3)=[N:14][C:13]=2[CH:12]=[CH:11]1)[C:4]1[CH:9]=[CH:8][CH:7]=[CH:6][CH:5]=1. The catalyst class is: 6. (2) Reactant: Br[C:2]1[CH:3]=[C:4]2[C:9](=[CH:10][CH:11]=1)[N:8]=[C:7]([C:12]1[CH:13]=[N:14][CH:15]=[CH:16][CH:17]=1)[N:6]=[C:5]2[NH:18][CH3:19].CC1(C)C(C)(C)OB([C:28]2[CH:29]=[C:30]([CH:35]=[CH:36][CH:37]=2)[C:31]([O:33][CH3:34])=[O:32])O1.C([O-])([O-])=O.[K+].[K+]. Product: [CH3:19][NH:18][C:5]1[C:4]2[C:9](=[CH:10][CH:11]=[C:2]([C:28]3[CH:29]=[C:30]([CH:35]=[CH:36][CH:37]=3)[C:31]([O:33][CH3:34])=[O:32])[CH:3]=2)[N:8]=[C:7]([C:12]2[CH:13]=[N:14][CH:15]=[CH:16][CH:17]=2)[N:6]=1. The catalyst class is: 294.